This data is from Reaction yield outcomes from USPTO patents with 853,638 reactions. The task is: Predict the reaction yield, written as a fraction of the theoretical maximum amount of product (1.0 means a 100% yield; for example, 0.34 means a 34% yield). The reactants are O.O.O.O.O.O.O.O.[OH-].[Ba+2].[OH-].O.[I:13][C:14]1[CH:15]=[CH:16][C:17]2[N:18]([CH:20]=[C:21]([NH:23]C(=O)OCC)[N:22]=2)[N:19]=1. The catalyst is CN1CCCC1=O. The product is [I:13][C:14]1[CH:15]=[CH:16][C:17]2[N:18]([CH:20]=[C:21]([NH2:23])[N:22]=2)[N:19]=1. The yield is 0.760.